This data is from Forward reaction prediction with 1.9M reactions from USPTO patents (1976-2016). The task is: Predict the product of the given reaction. (1) Given the reactants [OH:1][CH2:2][C:3]1[CH:4]=[CH:5][C:6]([O:11][C:12]2[CH:13]=[N:14][CH:15]=[C:16]([C:18]([F:21])([F:20])[F:19])[CH:17]=2)=[C:7]([CH:10]=1)[C:8]#[N:9].Cl[C:23]1[CH:24]=[C:25]2[N:32]([CH3:33])[C@@H:31]([CH3:34])[CH2:30][N:26]2[C:27](=[O:29])[N:28]=1, predict the reaction product. The product is: [CH3:33][N:32]1[C:25]2[N:26]([C:27](=[O:29])[N:28]=[C:23]([O:1][CH2:2][C:3]3[CH:4]=[CH:5][C:6]([O:11][C:12]4[CH:13]=[N:14][CH:15]=[C:16]([C:18]([F:21])([F:19])[F:20])[CH:17]=4)=[C:7]([CH:10]=3)[C:8]#[N:9])[CH:24]=2)[CH2:30][C@@H:31]1[CH3:34]. (2) Given the reactants [C:1]([O:4][CH2:5][C:6]([CH2:17][O:18][Si](C(C)(C)C)(C)C)([C:12]([O:14][CH2:15][CH3:16])=[O:13])[C:7]([O:9][CH2:10][CH3:11])=[O:8])(=[O:3])[CH3:2].C([O-])(=O)C.C([NH+](CC)CC)C, predict the reaction product. The product is: [C:1]([O:4][CH2:5][C:6]([CH2:17][OH:18])([C:12]([O:14][CH2:15][CH3:16])=[O:13])[C:7]([O:9][CH2:10][CH3:11])=[O:8])(=[O:3])[CH3:2].